The task is: Predict the product of the given reaction.. This data is from Forward reaction prediction with 1.9M reactions from USPTO patents (1976-2016). (1) Given the reactants [S:1]([N:11]1[C:15]2=[N:16][CH:17]=[C:18]([CH2:20][NH:21][C:22]([N:24]3[CH2:28][CH2:27][CH:26]([NH:29][C:30](=[O:36])[O:31][C:32]([CH3:35])([CH3:34])[CH3:33])[CH2:25]3)=S)[N:19]=[C:14]2[CH:13]=[CH:12]1)([C:4]1[CH:10]=[CH:9][C:7]([CH3:8])=[CH:6][CH:5]=1)(=[O:3])=[O:2].CCN(C(C)C)C(C)C.C([O-])(O)=O.[Na+].CCOC(C)=O, predict the reaction product. The product is: [S:1]([N:11]1[C:15]2[N:16]=[CH:17][C:18]3[N:19]([C:22]([N:24]4[CH2:28][CH2:27][CH:26]([NH:29][C:30](=[O:36])[O:31][C:32]([CH3:35])([CH3:34])[CH3:33])[CH2:25]4)=[N:21][CH:20]=3)[C:14]=2[CH:13]=[CH:12]1)([C:4]1[CH:10]=[CH:9][C:7]([CH3:8])=[CH:6][CH:5]=1)(=[O:3])=[O:2]. (2) Given the reactants [CH:1]1([C:6]#[N:7])[CH2:5][CH2:4][CH2:3][CH2:2]1.[Cl:8][C:9]1[CH:14]=[C:13](F)[CH:12]=[CH:11][N:10]=1.C[Si]([N-][Si](C)(C)C)(C)C.[Na+].C1COCC1, predict the reaction product. The product is: [Cl:8][C:9]1[CH:14]=[C:13]([C:1]2([C:6]#[N:7])[CH2:5][CH2:4][CH2:3][CH2:2]2)[CH:12]=[CH:11][N:10]=1.